Task: Regression. Given a peptide amino acid sequence and an MHC pseudo amino acid sequence, predict their binding affinity value. This is MHC class I binding data.. Dataset: Peptide-MHC class I binding affinity with 185,985 pairs from IEDB/IMGT The peptide sequence is HLCRLIRGKM. The MHC is Mamu-A2601 with pseudo-sequence Mamu-A2601. The binding affinity (normalized) is 0.0294.